This data is from Full USPTO retrosynthesis dataset with 1.9M reactions from patents (1976-2016). The task is: Predict the reactants needed to synthesize the given product. (1) Given the product [CH:29]1[C:30]2[C:25](=[CH:24][C:23]3[C:18]([C:17]=2[C:15](=[NH:16])[N:9]2[CH2:14][CH2:13][CH2:12][CH2:11][CH2:10]2)=[CH:19][CH:20]=[CH:21][CH:22]=3)[CH:26]=[CH:27][CH:28]=1, predict the reactants needed to synthesize it. The reactants are: C[Mg+].[Br-].CCOCC.[NH:9]1[CH2:14][CH2:13][CH2:12][CH2:11][CH2:10]1.[C:15]([C:17]1[C:18]2[C:23]([CH:24]=[C:25]3[C:30]=1[CH:29]=[CH:28][CH:27]=[CH:26]3)=[CH:22][CH:21]=[CH:20][CH:19]=2)#[N:16]. (2) The reactants are: [C:1]([C:5]1[CH:10]=[CH:9][C:8]([S:11]([NH2:14])(=[O:13])=[O:12])=[CH:7][CH:6]=1)([CH3:4])([CH3:3])[CH3:2].P([O-])([O-])([O-])=O.[K+].[K+].[K+].[CH3:23][O:24][C:25]1[CH:48]=[CH:47][CH:46]=[CH:45][C:26]=1[O:27][C:28]1[C:29]([O:41][CH2:42][CH2:43][OH:44])=[N:30][C:31]([C:35]2[N:40]=[CH:39][CH:38]=[CH:37][N:36]=2)=[N:32][C:33]=1Cl.Cl. Given the product [CH3:3][C:1]([C:5]1[CH:6]=[CH:7][C:8]([S:11]([NH:14][C:33]2[C:28]([O:27][C:26]3[CH:45]=[CH:46][CH:47]=[CH:48][C:25]=3[O:24][CH3:23])=[C:29]([O:41][CH2:42][CH2:43][OH:44])[N:30]=[C:31]([C:35]3[N:40]=[CH:39][CH:38]=[CH:37][N:36]=3)[N:32]=2)(=[O:12])=[O:13])=[CH:9][CH:10]=1)([CH3:4])[CH3:2], predict the reactants needed to synthesize it. (3) Given the product [O:1]1[CH2:2][CH2:3][N:4]([C:7]2[CH:8]=[C:9]3[C:15]([C:16]([O:18][CH3:19])=[O:17])=[N:14][NH:13][C:10]3=[N:11][CH:12]=2)[CH2:5][CH2:6]1, predict the reactants needed to synthesize it. The reactants are: [O:1]1[CH2:6][CH2:5][N:4]([C:7]2[CH:8]=[C:9]3[C:15]([C:16]([O:18][CH3:19])=[O:17])=[N:14][N:13](COCC[Si](C)(C)C)[C:10]3=[N:11][CH:12]=2)[CH2:3][CH2:2]1.Cl. (4) Given the product [CH3:1][N:2]([CH3:3])[C:4]1[N:5]=[CH:6][C:7]([NH:22][C:19]2[CH:18]=[N:17][C:16]([N:13]([CH2:14][CH3:15])[CH2:11][CH3:12])=[N:21][CH:20]=2)=[CH:8][CH:9]=1, predict the reactants needed to synthesize it. The reactants are: [CH3:1][N:2]([C:4]1[CH:9]=[CH:8][C:7](Br)=[CH:6][N:5]=1)[CH3:3].[CH2:11]([N:13]([C:16]1[N:21]=[CH:20][C:19]([NH2:22])=[CH:18][N:17]=1)[CH2:14][CH3:15])[CH3:12].